This data is from NCI-60 drug combinations with 297,098 pairs across 59 cell lines. The task is: Regression. Given two drug SMILES strings and cell line genomic features, predict the synergy score measuring deviation from expected non-interaction effect. (1) Cell line: SNB-75. Drug 2: CC1=C(C(=CC=C1)Cl)NC(=O)C2=CN=C(S2)NC3=CC(=NC(=N3)C)N4CCN(CC4)CCO. Drug 1: CN1CCC(CC1)COC2=C(C=C3C(=C2)N=CN=C3NC4=C(C=C(C=C4)Br)F)OC. Synergy scores: CSS=21.9, Synergy_ZIP=-4.01, Synergy_Bliss=0.648, Synergy_Loewe=-13.9, Synergy_HSA=2.61. (2) Cell line: HCC-2998. Drug 1: C1CN1C2=NC(=NC(=N2)N3CC3)N4CC4. Synergy scores: CSS=20.6, Synergy_ZIP=-6.99, Synergy_Bliss=-4.87, Synergy_Loewe=-1.07, Synergy_HSA=-0.305. Drug 2: CCN(CC)CCCC(C)NC1=C2C=C(C=CC2=NC3=C1C=CC(=C3)Cl)OC. (3) Drug 1: C1=CC(=CC=C1CC(C(=O)O)N)N(CCCl)CCCl.Cl. Drug 2: C1=NC(=NC(=O)N1C2C(C(C(O2)CO)O)O)N. Cell line: HOP-92. Synergy scores: CSS=18.1, Synergy_ZIP=-4.00, Synergy_Bliss=0.830, Synergy_Loewe=1.53, Synergy_HSA=1.93. (4) Drug 1: CC1=C2C(C(=O)C3(C(CC4C(C3C(C(C2(C)C)(CC1OC(=O)C(C(C5=CC=CC=C5)NC(=O)OC(C)(C)C)O)O)OC(=O)C6=CC=CC=C6)(CO4)OC(=O)C)O)C)O. Cell line: COLO 205. Synergy scores: CSS=53.3, Synergy_ZIP=17.8, Synergy_Bliss=21.1, Synergy_Loewe=0.400, Synergy_HSA=21.3. Drug 2: CS(=O)(=O)CCNCC1=CC=C(O1)C2=CC3=C(C=C2)N=CN=C3NC4=CC(=C(C=C4)OCC5=CC(=CC=C5)F)Cl. (5) Drug 1: CC1=C2C(C(=O)C3(C(CC4C(C3C(C(C2(C)C)(CC1OC(=O)C(C(C5=CC=CC=C5)NC(=O)OC(C)(C)C)O)O)OC(=O)C6=CC=CC=C6)(CO4)OC(=O)C)O)C)O. Drug 2: C1=CC=C(C=C1)NC(=O)CCCCCCC(=O)NO. Cell line: SK-MEL-28. Synergy scores: CSS=26.4, Synergy_ZIP=-2.77, Synergy_Bliss=-0.934, Synergy_Loewe=1.16, Synergy_HSA=0.915. (6) Drug 1: CC1=C(C(=CC=C1)Cl)NC(=O)C2=CN=C(S2)NC3=CC(=NC(=N3)C)N4CCN(CC4)CCO. Drug 2: C1CN(P(=O)(OC1)NCCCl)CCCl. Cell line: HOP-92. Synergy scores: CSS=10.3, Synergy_ZIP=-5.70, Synergy_Bliss=-2.84, Synergy_Loewe=-24.4, Synergy_HSA=-2.30. (7) Drug 1: COC1=CC(=CC(=C1O)OC)C2C3C(COC3=O)C(C4=CC5=C(C=C24)OCO5)OC6C(C(C7C(O6)COC(O7)C8=CC=CS8)O)O. Drug 2: C1=CC(=CC=C1CC(C(=O)O)N)N(CCCl)CCCl.Cl. Cell line: SK-MEL-2. Synergy scores: CSS=44.7, Synergy_ZIP=1.57, Synergy_Bliss=1.91, Synergy_Loewe=-33.4, Synergy_HSA=0.759. (8) Drug 1: COC1=CC(=CC(=C1O)OC)C2C3C(COC3=O)C(C4=CC5=C(C=C24)OCO5)OC6C(C(C7C(O6)COC(O7)C8=CC=CS8)O)O. Drug 2: C1CN(P(=O)(OC1)NCCCl)CCCl. Cell line: DU-145. Synergy scores: CSS=31.4, Synergy_ZIP=1.27, Synergy_Bliss=1.27, Synergy_Loewe=-45.6, Synergy_HSA=0.737.